This data is from Catalyst prediction with 721,799 reactions and 888 catalyst types from USPTO. The task is: Predict which catalyst facilitates the given reaction. (1) Reactant: [CH2:1]([O:8][N:9]1[C:14]2[N:15]=[CH:16][N:17]=[C:18]([CH3:19])[C:13]=2[C:12]([NH:20][CH2:21][C:22]2[CH:27]=[CH:26][C:25]([N+:28]([O-])=O)=[CH:24][CH:23]=2)=[CH:11][C:10]1=[O:31])[C:2]1[CH:7]=[CH:6][CH:5]=[CH:4][CH:3]=1.[Cl-].[NH4+].C(Cl)(Cl)Cl.C(=O)(O)[O-].[Na+]. Product: [NH2:28][C:25]1[CH:24]=[CH:23][C:22]([CH2:21][NH:20][C:12]2[C:13]3[C:18]([CH3:19])=[N:17][CH:16]=[N:15][C:14]=3[N:9]([O:8][CH2:1][C:2]3[CH:3]=[CH:4][CH:5]=[CH:6][CH:7]=3)[C:10](=[O:31])[CH:11]=2)=[CH:27][CH:26]=1. The catalyst class is: 190. (2) Reactant: C([O:4][CH2:5][C:6]([NH:35]C(=O)C)([CH2:30][O:31]C(=O)C)[CH2:7][CH2:8][C:9]1[CH:14]=[CH:13][C:12]([C:15]2[CH:20]=[CH:19][C:18]([O:21][C:22]3[CH:27]=[CH:26][C:25]([CH3:28])=[CH:24][CH:23]=3)=[CH:17][C:16]=2[F:29])=[CH:11][CH:10]=1)(=O)C.[OH-].[Li+]. Product: [NH2:35][C:6]([CH2:7][CH2:8][C:9]1[CH:10]=[CH:11][C:12]([C:15]2[CH:20]=[CH:19][C:18]([O:21][C:22]3[CH:23]=[CH:24][C:25]([CH3:28])=[CH:26][CH:27]=3)=[CH:17][C:16]=2[F:29])=[CH:13][CH:14]=1)([CH2:30][OH:31])[CH2:5][OH:4]. The catalyst class is: 5. (3) The catalyst class is: 3. Product: [C:13]([C:3]1[CH:4]=[C:5]([CH:10]=[CH:11][C:2]=1[OH:1])[C:6]([O:8][CH3:9])=[O:7])#[N:14]. Reactant: [OH:1][C:2]1[CH:11]=[CH:10][C:5]([C:6]([O:8][CH3:9])=[O:7])=[CH:4][C:3]=1I.[C:13]([Cu])#[N:14].[C-]#N.[Na+]. (4) Reactant: [C:1]([CH2:4][CH2:5][CH2:6][N:7]([CH3:66])[C@H:8]([C:12]([NH:14][C@H:15]([C:19]([N:21]([C@@H:23]([C@@H:62]([CH3:65])[CH2:63][CH3:64])[C@H:24]([O:60][CH3:61])[CH2:25][C:26]([N:28]1[CH2:32][CH2:31][CH2:30][C@H:29]1[C@H:33]([O:58][CH3:59])[C@@H:34]([CH3:57])[C:35]([NH:37][C@@H:38]([C@H:49]([C:51]1[CH:56]=[CH:55][CH:54]=[CH:53][CH:52]=1)[CH3:50])[C:39]([O:41][CH2:42][C:43]1[CH:48]=[CH:47][CH:46]=[CH:45][CH:44]=1)=[O:40])=[O:36])=[O:27])[CH3:22])=[O:20])[CH:16]([CH3:18])[CH3:17])=[O:13])[CH:9]([CH3:11])[CH3:10])([OH:3])=[O:2].O[N:68]1[C:72](=[O:73])[CH2:71][CH2:70][C:69]1=[O:74].Cl.CN(C)CCCN=C=NCC. Product: [O:74]=[C:69]1[CH2:70][CH2:71][C:72](=[O:73])[N:68]1[O:2][C:1](=[O:3])[CH2:4][CH2:5][CH2:6][N:7]([CH3:66])[C@H:8]([C:12]([NH:14][C@H:15]([C:19]([N:21]([C@@H:23]([C@@H:62]([CH3:65])[CH2:63][CH3:64])[C@H:24]([O:60][CH3:61])[CH2:25][C:26]([N:28]1[CH2:32][CH2:31][CH2:30][C@H:29]1[C@H:33]([O:58][CH3:59])[C@@H:34]([CH3:57])[C:35]([NH:37][C@@H:38]([C@H:49]([C:51]1[CH:56]=[CH:55][CH:54]=[CH:53][CH:52]=1)[CH3:50])[C:39]([O:41][CH2:42][C:43]1[CH:48]=[CH:47][CH:46]=[CH:45][CH:44]=1)=[O:40])=[O:36])=[O:27])[CH3:22])=[O:20])[CH:16]([CH3:18])[CH3:17])=[O:13])[CH:9]([CH3:11])[CH3:10]. The catalyst class is: 4. (5) Reactant: [C:1]1([S:7]([CH:10]([C:12]2[CH:13]=[C:14]3[C:18](=[CH:19][CH:20]=2)[NH:17][C:16]2=[N+:21]([O-])[CH:22]=[CH:23][CH:24]=[C:15]32)[CH3:11])(=[O:9])=[O:8])[CH:6]=[CH:5][CH:4]=[CH:3][CH:2]=1.P(Br)(Br)([Br:28])=O.O.CCOC(C)=O. Product: [C:1]1([S:7]([CH:10]([C:12]2[CH:13]=[C:14]3[C:18](=[CH:19][CH:20]=2)[NH:17][C:16]2[N:21]=[CH:22][CH:23]=[C:24]([Br:28])[C:15]3=2)[CH3:11])(=[O:9])=[O:8])[CH:6]=[CH:5][CH:4]=[CH:3][CH:2]=1. The catalyst class is: 60. (6) Reactant: Cl[CH2:2][CH2:3][O:4][C:5]1[CH:14]=[C:13]2[C:8]([C:9]([O:15][C:16]3[C:17]([CH3:26])=[N:18][C:19]4[C:24]([CH:25]=3)=[CH:23][CH:22]=[CH:21][N:20]=4)=[CH:10][CH:11]=[N:12]2)=[CH:7][C:6]=1[O:27][CH3:28].C(=O)([O-])[O-].[K+].[K+].[OH:35][CH:36]1[CH2:41][CH2:40][NH:39][CH2:38][CH2:37]1. Product: [CH3:28][O:27][C:6]1[CH:7]=[C:8]2[C:13](=[CH:14][C:5]=1[O:4][CH2:3][CH2:2][N:39]1[CH2:40][CH2:41][CH:36]([OH:35])[CH2:37][CH2:38]1)[N:12]=[CH:11][CH:10]=[C:9]2[O:15][C:16]1[C:17]([CH3:26])=[N:18][C:19]2[C:24]([CH:25]=1)=[CH:23][CH:22]=[CH:21][N:20]=2. The catalyst class is: 9. (7) Reactant: [CH3:1][O:2][C:3]1[C:4](=[O:28])[C:5]([C:24]([O:26]C)=[O:25])=[N:6][N:7]([C:9]2[C:22]([F:23])=[CH:21][C:12]3[O:13][C:14]([F:20])([F:19])[C:15]([F:18])([F:17])[O:16][C:11]=3[CH:10]=2)[CH:8]=1.[OH-].[Na+].Cl. Product: [CH3:1][O:2][C:3]1[C:4](=[O:28])[C:5]([C:24]([OH:26])=[O:25])=[N:6][N:7]([C:9]2[C:22]([F:23])=[CH:21][C:12]3[O:13][C:14]([F:20])([F:19])[C:15]([F:18])([F:17])[O:16][C:11]=3[CH:10]=2)[CH:8]=1. The catalyst class is: 5. (8) Reactant: C([N:4]1[CH2:9][CH2:8][N:7]([C:10]2[CH:15]=[CH:14][C:13]([N:16]3[CH:20]=[CH:19][N:18]=[CH:17]3)=[CH:12][CH:11]=2)[CH2:6][CH2:5]1)(=O)C.[OH-].[Na+]. Product: [N:16]1([C:13]2[CH:12]=[CH:11][C:10]([N:7]3[CH2:8][CH2:9][NH:4][CH2:5][CH2:6]3)=[CH:15][CH:14]=2)[CH:20]=[CH:19][N:18]=[CH:17]1. The catalyst class is: 33.